From a dataset of HIV replication inhibition screening data with 41,000+ compounds from the AIDS Antiviral Screen. Binary Classification. Given a drug SMILES string, predict its activity (active/inactive) in a high-throughput screening assay against a specified biological target. (1) The compound is O=C1C(O)=C(c2ccc(Br)cc2)C(=O)C(O)=C1c1ccc(Br)cc1. The result is 0 (inactive). (2) The drug is CC1(C)OC(CP(c2ccccc2)c2ccccc2)C(CP(c2ccccc2)c2ccccc2)O1. The result is 0 (inactive). (3) The drug is O=S1Cc2nc3ccccc3n2C1c1c(F)cccc1F. The result is 0 (inactive). (4) The drug is CC(CCN(C)C)=NOC(=O)c1ccccc1.Cl. The result is 0 (inactive). (5) The molecule is COC(=O)C(=O)C(C(=O)C=C(C)C)C(=O)C(=O)Nc1ccc(Cl)cc1C. The result is 0 (inactive). (6) The molecule is CC1(C)NC(=CC=O)C(C)(C)N1O. The result is 0 (inactive).